This data is from NCI-60 drug combinations with 297,098 pairs across 59 cell lines. The task is: Regression. Given two drug SMILES strings and cell line genomic features, predict the synergy score measuring deviation from expected non-interaction effect. (1) Drug 1: C1=CN(C(=O)N=C1N)C2C(C(C(O2)CO)O)O.Cl. Drug 2: CCN(CC)CCCC(C)NC1=C2C=C(C=CC2=NC3=C1C=CC(=C3)Cl)OC. Cell line: PC-3. Synergy scores: CSS=15.2, Synergy_ZIP=-4.76, Synergy_Bliss=2.98, Synergy_Loewe=-0.0710, Synergy_HSA=4.04. (2) Drug 1: C1CC2CC3=C(CC1C24CN(S(=O)(=O)N4)CC(F)(F)F)C=CC(=C3)C=CCN5CCC(CC5)C(F)(F)F. Drug 2: CN(C)C(=N)N=C(N)N. Cell line: OVCAR3. Synergy scores: CSS=22.8, Synergy_ZIP=4.13, Synergy_Bliss=7.75, Synergy_Loewe=-6.61, Synergy_HSA=6.52. (3) Drug 1: CC1CCC2CC(C(=CC=CC=CC(CC(C(=O)C(C(C(=CC(C(=O)CC(OC(=O)C3CCCCN3C(=O)C(=O)C1(O2)O)C(C)CC4CCC(C(C4)OC)OCCO)C)C)O)OC)C)C)C)OC. Drug 2: C1CN1C2=NC(=NC(=N2)N3CC3)N4CC4. Cell line: SR. Synergy scores: CSS=70.5, Synergy_ZIP=0.859, Synergy_Bliss=0.515, Synergy_Loewe=-1.50, Synergy_HSA=-0.402. (4) Drug 1: CC(C1=C(C=CC(=C1Cl)F)Cl)OC2=C(N=CC(=C2)C3=CN(N=C3)C4CCNCC4)N. Drug 2: CC1=C(C=C(C=C1)NC(=O)C2=CC=C(C=C2)CN3CCN(CC3)C)NC4=NC=CC(=N4)C5=CN=CC=C5. Cell line: HCC-2998. Synergy scores: CSS=0.267, Synergy_ZIP=-0.198, Synergy_Bliss=-7.64, Synergy_Loewe=-18.0, Synergy_HSA=-12.4. (5) Drug 1: C1=CC(=CC=C1CC(C(=O)O)N)N(CCCl)CCCl.Cl. Drug 2: C1CNP(=O)(OC1)N(CCCl)CCCl. Cell line: MALME-3M. Synergy scores: CSS=11.1, Synergy_ZIP=-4.28, Synergy_Bliss=-3.34, Synergy_Loewe=-9.42, Synergy_HSA=-4.72. (6) Drug 1: C1CCN(CC1)CCOC2=CC=C(C=C2)C(=O)C3=C(SC4=C3C=CC(=C4)O)C5=CC=C(C=C5)O. Drug 2: CCN(CC)CCNC(=O)C1=C(NC(=C1C)C=C2C3=C(C=CC(=C3)F)NC2=O)C. Cell line: HOP-62. Synergy scores: CSS=-7.02, Synergy_ZIP=1.99, Synergy_Bliss=-4.07, Synergy_Loewe=-6.38, Synergy_HSA=-7.05. (7) Drug 1: CN1CCC(CC1)COC2=C(C=C3C(=C2)N=CN=C3NC4=C(C=C(C=C4)Br)F)OC. Drug 2: C1=CN(C=N1)CC(O)(P(=O)(O)O)P(=O)(O)O. Cell line: SF-295. Synergy scores: CSS=3.63, Synergy_ZIP=-1.59, Synergy_Bliss=-0.188, Synergy_Loewe=0.550, Synergy_HSA=0.595. (8) Drug 1: COC1=CC(=CC(=C1O)OC)C2C3C(COC3=O)C(C4=CC5=C(C=C24)OCO5)OC6C(C(C7C(O6)COC(O7)C8=CC=CS8)O)O. Drug 2: CN(C(=O)NC(C=O)C(C(C(CO)O)O)O)N=O. Cell line: SW-620. Synergy scores: CSS=44.2, Synergy_ZIP=1.08, Synergy_Bliss=-0.257, Synergy_Loewe=-7.63, Synergy_HSA=2.65. (9) Drug 1: CC12CCC3C(C1CCC2O)C(CC4=C3C=CC(=C4)O)CCCCCCCCCS(=O)CCCC(C(F)(F)F)(F)F. Drug 2: C1=NC2=C(N=C(N=C2N1C3C(C(C(O3)CO)O)F)Cl)N. Cell line: TK-10. Synergy scores: CSS=3.14, Synergy_ZIP=0.529, Synergy_Bliss=3.34, Synergy_Loewe=-9.85, Synergy_HSA=-3.91. (10) Drug 1: CCN(CC)CCNC(=O)C1=C(NC(=C1C)C=C2C3=C(C=CC(=C3)F)NC2=O)C. Drug 2: CC1C(C(CC(O1)OC2CC(CC3=C2C(=C4C(=C3O)C(=O)C5=C(C4=O)C(=CC=C5)OC)O)(C(=O)CO)O)N)O.Cl. Cell line: SR. Synergy scores: CSS=45.0, Synergy_ZIP=2.14, Synergy_Bliss=0.483, Synergy_Loewe=-22.8, Synergy_HSA=0.430.